From a dataset of Reaction yield outcomes from USPTO patents with 853,638 reactions. Predict the reaction yield, written as a fraction of the theoretical maximum amount of product (1.0 means a 100% yield; for example, 0.34 means a 34% yield). (1) The reactants are [Cl:1][C:2]1[CH:10]=[C:9]2[C:5]([C:6]([CH:19]=O)=[CH:7][N:8]2[CH2:11][C:12]2[CH:17]=[CH:16][C:15]([F:18])=[CH:14][CH:13]=2)=[CH:4][CH:3]=1.[C:21]([CH2:23][C:24]1[CH:33]=[CH:32][C:27]([C:28]([O:30][CH3:31])=[O:29])=[CH:26][CH:25]=1)#[N:22].[OH-].[Na+].[CH3:36]O. The catalyst is C1COCC1. The product is [Cl:1][C:2]1[CH:10]=[C:9]2[C:5]([C:6](/[CH:19]=[C:23](/[C:24]3[CH:33]=[CH:32][C:27]([C:28]([O:30][CH2:31][CH3:36])=[O:29])=[CH:26][CH:25]=3)\[C:21]#[N:22])=[CH:7][N:8]2[CH2:11][C:12]2[CH:13]=[CH:14][C:15]([F:18])=[CH:16][CH:17]=2)=[CH:4][CH:3]=1. The yield is 0.650. (2) The reactants are [CH3:1][C:2]1[CH:3]=[C:4]([CH2:7][NH:8][C:9]([C:11]23[CH2:20][CH:15]4[CH2:16][CH:17]([CH2:19][CH:13]([CH2:14]4)[CH2:12]2)[CH2:18]3)=[O:10])[S:5][CH:6]=1.[H-].[Na+].[CH3:23]I. The catalyst is CN(C=O)C. The product is [CH3:23][N:8]([CH2:7][C:4]1[S:5][CH:6]=[C:2]([CH3:1])[CH:3]=1)[C:9]([C:11]12[CH2:18][CH:17]3[CH2:16][CH:15]([CH2:14][CH:13]([CH2:19]3)[CH2:12]1)[CH2:20]2)=[O:10]. The yield is 0.820. (3) The reactants are [NH2:1][C:2]1[CH:3]=[C:4]2[C:13](=[CH:14][CH:15]=1)[O:12][CH2:11][C:10]1[N:5]2[C@H:6]([CH3:17])[C:7](=[O:16])[NH:8][N:9]=1.[CH:18]([N:31]1[CH2:34][C:33](OS(C)(=O)=O)([CH3:35])[CH2:32]1)([C:25]1[CH:30]=[CH:29][CH:28]=[CH:27][CH:26]=1)[C:19]1[CH:24]=[CH:23][CH:22]=[CH:21][CH:20]=1.C([O-])([O-])=O.[K+].[K+]. The catalyst is CC(O)C. The product is [CH:18]([N:31]1[CH2:34][C:33]([NH:1][C:2]2[CH:3]=[C:4]3[C:13](=[CH:14][CH:15]=2)[O:12][CH2:11][C:10]2[N:5]3[C@H:6]([CH3:17])[C:7](=[O:16])[NH:8][N:9]=2)([CH3:35])[CH2:32]1)([C:25]1[CH:26]=[CH:27][CH:28]=[CH:29][CH:30]=1)[C:19]1[CH:20]=[CH:21][CH:22]=[CH:23][CH:24]=1. The yield is 0.380. (4) The yield is 0.420. The catalyst is CN(C)C=O. The product is [CH3:1][C:2]1[CH:3]=[C:4]([O:15][C:16]2[C:25]3[C:20](=[CH:21][C:22]([O:28][CH2:36][CH2:37][CH2:38][OH:39])=[C:23]([O:26][CH3:27])[CH:24]=3)[N:19]=[CH:18][CH:17]=2)[C:5]([C:9]2[CH:14]=[CH:13][CH:12]=[CH:11][N:10]=2)=[N:6][C:7]=1[CH3:8]. The reactants are [CH3:1][C:2]1[CH:3]=[C:4]([O:15][C:16]2[C:25]3[C:20](=[CH:21][C:22]([OH:28])=[C:23]([O:26][CH3:27])[CH:24]=3)[N:19]=[CH:18][CH:17]=2)[C:5]([C:9]2[CH:14]=[CH:13][CH:12]=[CH:11][N:10]=2)=[N:6][C:7]=1[CH3:8].C(=O)([O-])[O-].[K+].[K+].Br[CH2:36][CH2:37][CH2:38][OH:39].